Task: Predict which catalyst facilitates the given reaction.. Dataset: Catalyst prediction with 721,799 reactions and 888 catalyst types from USPTO (1) Reactant: ClC(Cl)(Cl)CO[C:5](=[O:28])[NH:6][C:7]1[C:8]([CH3:27])=[C:9]([CH3:26])[C:10]2[O:14][CH2:13][CH:12]([C:15]3[CH:20]=[CH:19][C:18]([CH:21]([CH3:23])[CH3:22])=[CH:17][CH:16]=3)[C:11]=2[C:24]=1[CH3:25].[NH2:31][C:32]([CH3:36])([CH3:35])[CH2:33][OH:34]. Product: [OH:34][CH2:33][C:32]([NH:31][C:5]([NH:6][C:7]1[C:8]([CH3:27])=[C:9]([CH3:26])[C:10]2[O:14][CH2:13][CH:12]([C:15]3[CH:20]=[CH:19][C:18]([CH:21]([CH3:22])[CH3:23])=[CH:17][CH:16]=3)[C:11]=2[C:24]=1[CH3:25])=[O:28])([CH3:36])[CH3:35]. The catalyst class is: 195. (2) Reactant: [CH:1]1([CH2:7][O:8][C:9]2[C:10]3[N:11]([C:15]([C:19]([NH:21][CH2:22][CH2:23][CH2:24][CH2:25][CH2:26][CH2:27][CH2:28][C:29]([O:31]C)=[O:30])=[O:20])=[C:16]([CH3:18])[N:17]=3)[CH:12]=[CH:13][CH:14]=2)[CH2:6][CH2:5][CH2:4][CH2:3][CH2:2]1.[OH-].[Li+].O.Cl. Product: [CH:1]1([CH2:7][O:8][C:9]2[C:10]3[N:11]([C:15]([C:19]([NH:21][CH2:22][CH2:23][CH2:24][CH2:25][CH2:26][CH2:27][CH2:28][C:29]([OH:31])=[O:30])=[O:20])=[C:16]([CH3:18])[N:17]=3)[CH:12]=[CH:13][CH:14]=2)[CH2:2][CH2:3][CH2:4][CH2:5][CH2:6]1. The catalyst class is: 1. (3) Reactant: [F:1][C:2]1[C:7]([F:8])=[CH:6][CH:5]=[CH:4][C:3]=1[CH2:9][S:10][C:11]1[N:16]=[C:15]([NH:17][S:18]([N:21]2[CH2:24][CH2:23][CH2:22]2)(=[O:20])=[O:19])[CH:14]=[C:13]([O:25][CH2:26][C@H:27]2[CH2:31][O:30]C3(CCCCC3)[O:28]2)[N:12]=1.O.C1(C)C=CC(S([O-])(=O)=O)=CC=1.[NH+]1C=CC=CC=1. Product: [F:1][C:2]1[C:7]([F:8])=[CH:6][CH:5]=[CH:4][C:3]=1[CH2:9][S:10][C:11]1[N:16]=[C:15]([NH:17][S:18]([N:21]2[CH2:24][CH2:23][CH2:22]2)(=[O:20])=[O:19])[CH:14]=[C:13]([O:25][CH2:26][C@H:27]([OH:28])[CH2:31][OH:30])[N:12]=1. The catalyst class is: 5. (4) Product: [CH2:10]([O:8][C:7]([CH:4]1[CH2:5][CH2:6][C:2](=[O:1])[CH2:3]1)=[O:9])[C:11]1[CH:16]=[CH:15][CH:14]=[CH:13][CH:12]=1. The catalyst class is: 7. Reactant: [O:1]=[C:2]1[CH2:6][CH2:5][CH:4]([C:7]([OH:9])=[O:8])[CH2:3]1.[CH2:10](O)[C:11]1[CH:16]=[CH:15][CH:14]=[CH:13][CH:12]=1.Cl.C(N=C=NCCCN(C)C)C.ON1C2C=CC=CC=2N=N1.C(=O)(O)[O-].[Na+]. (5) Reactant: [H-].[Na+].[Cl:3][C:4]1[CH:5]=[C:6]([Cl:25])[C:7]2[C:8]3[CH2:17][CH2:16][N:15]([C:18]([O:20][C:21]([CH3:24])([CH3:23])[CH3:22])=[O:19])[CH2:14][CH2:13][C:9]=3[NH:10][C:11]=2[CH:12]=1.Br[CH2:27][C:28]([O:30][CH2:31][CH3:32])=[O:29]. Product: [Cl:3][C:4]1[CH:5]=[C:6]([Cl:25])[C:7]2[C:8]3[CH2:17][CH2:16][N:15]([C:18]([O:20][C:21]([CH3:22])([CH3:24])[CH3:23])=[O:19])[CH2:14][CH2:13][C:9]=3[N:10]([CH2:27][C:28]([O:30][CH2:31][CH3:32])=[O:29])[C:11]=2[CH:12]=1. The catalyst class is: 3. (6) Reactant: [F:1][C:2]([F:14])([O:6][C:7]1[CH:12]=[CH:11][C:10]([CH3:13])=[CH:9][CH:8]=1)[CH:3]([F:5])[F:4].[Br:15]N1C(=O)CCC1=O. Product: [F:1][C:2]([F:14])([O:6][C:7]1[CH:12]=[CH:11][C:10]([CH2:13][Br:15])=[CH:9][CH:8]=1)[CH:3]([F:4])[F:5]. The catalyst class is: 53.